This data is from NCI-60 drug combinations with 297,098 pairs across 59 cell lines. The task is: Regression. Given two drug SMILES strings and cell line genomic features, predict the synergy score measuring deviation from expected non-interaction effect. (1) Drug 1: C1=CC(=CC=C1CCC2=CNC3=C2C(=O)NC(=N3)N)C(=O)NC(CCC(=O)O)C(=O)O. Drug 2: CN(C(=O)NC(C=O)C(C(C(CO)O)O)O)N=O. Synergy scores: CSS=53.7, Synergy_ZIP=4.47, Synergy_Bliss=2.80, Synergy_Loewe=-31.0, Synergy_HSA=3.18. Cell line: CCRF-CEM. (2) Drug 1: CC12CCC(CC1=CCC3C2CCC4(C3CC=C4C5=CN=CC=C5)C)O. Drug 2: CC1=C2C(C(=O)C3(C(CC4C(C3C(C(C2(C)C)(CC1OC(=O)C(C(C5=CC=CC=C5)NC(=O)OC(C)(C)C)O)O)OC(=O)C6=CC=CC=C6)(CO4)OC(=O)C)O)C)O. Cell line: MDA-MB-231. Synergy scores: CSS=46.3, Synergy_ZIP=14.2, Synergy_Bliss=12.7, Synergy_Loewe=-21.5, Synergy_HSA=14.0. (3) Synergy scores: CSS=-0.973, Synergy_ZIP=6.70, Synergy_Bliss=7.25, Synergy_Loewe=-0.894, Synergy_HSA=-1.05. Drug 2: C1CC(=O)NC(=O)C1N2C(=O)C3=CC=CC=C3C2=O. Cell line: SNB-19. Drug 1: CC1=CC2C(CCC3(C2CCC3(C(=O)C)OC(=O)C)C)C4(C1=CC(=O)CC4)C. (4) Drug 1: CC1=C2C(C(=O)C3(C(CC4C(C3C(C(C2(C)C)(CC1OC(=O)C(C(C5=CC=CC=C5)NC(=O)OC(C)(C)C)O)O)OC(=O)C6=CC=CC=C6)(CO4)OC(=O)C)O)C)O. Drug 2: CNC(=O)C1=NC=CC(=C1)OC2=CC=C(C=C2)NC(=O)NC3=CC(=C(C=C3)Cl)C(F)(F)F. Cell line: MOLT-4. Synergy scores: CSS=32.1, Synergy_ZIP=23.4, Synergy_Bliss=24.8, Synergy_Loewe=-6.11, Synergy_HSA=18.4. (5) Drug 1: CNC(=O)C1=NC=CC(=C1)OC2=CC=C(C=C2)NC(=O)NC3=CC(=C(C=C3)Cl)C(F)(F)F. Drug 2: CC(C)(C#N)C1=CC(=CC(=C1)CN2C=NC=N2)C(C)(C)C#N. Cell line: HOP-92. Synergy scores: CSS=-0.670, Synergy_ZIP=0.0672, Synergy_Bliss=-0.411, Synergy_Loewe=-2.30, Synergy_HSA=-2.14. (6) Drug 1: CC1CCC2CC(C(=CC=CC=CC(CC(C(=O)C(C(C(=CC(C(=O)CC(OC(=O)C3CCCCN3C(=O)C(=O)C1(O2)O)C(C)CC4CCC(C(C4)OC)O)C)C)O)OC)C)C)C)OC. Drug 2: CCN(CC)CCNC(=O)C1=C(NC(=C1C)C=C2C3=C(C=CC(=C3)F)NC2=O)C. Cell line: SR. Synergy scores: CSS=32.1, Synergy_ZIP=2.31, Synergy_Bliss=2.79, Synergy_Loewe=-7.65, Synergy_HSA=-0.592. (7) Drug 1: C1CC(=O)NC(=O)C1N2CC3=C(C2=O)C=CC=C3N. Drug 2: CC(C)CN1C=NC2=C1C3=CC=CC=C3N=C2N. Cell line: OVCAR3. Synergy scores: CSS=-1.49, Synergy_ZIP=0.348, Synergy_Bliss=0.854, Synergy_Loewe=-0.807, Synergy_HSA=-1.30. (8) Drug 1: C1=CC=C(C=C1)NC(=O)CCCCCCC(=O)NO. Drug 2: C1CC(CNC1)C2=CC=C(C=C2)N3C=C4C=CC=C(C4=N3)C(=O)N. Cell line: SW-620. Synergy scores: CSS=64.4, Synergy_ZIP=3.63, Synergy_Bliss=2.19, Synergy_Loewe=-5.40, Synergy_HSA=2.62. (9) Drug 1: C1CC(C1)(C(=O)O)C(=O)O.[NH2-].[NH2-].[Pt+2]. Drug 2: COC1=NC(=NC2=C1N=CN2C3C(C(C(O3)CO)O)O)N. Cell line: SF-295. Synergy scores: CSS=-0.815, Synergy_ZIP=4.00, Synergy_Bliss=-1.83, Synergy_Loewe=-5.81, Synergy_HSA=-7.15.